Dataset: Full USPTO retrosynthesis dataset with 1.9M reactions from patents (1976-2016). Task: Predict the reactants needed to synthesize the given product. (1) Given the product [ClH:1].[Cl:1][C:2]1[CH:32]=[C:31]([Cl:33])[CH:30]=[CH:29][C:3]=1[C:4]([C:6]1[CH:11]=[CH:10][CH:9]=[CH:8][C:7]=1[NH:12][S:13]([C:16]1[CH:17]=[CH:18][C:19]([C:20]([NH:22][CH2:23][C:24](=[O:26])[NH:47][CH:44]2[CH2:45][CH2:46][NH:41][CH2:42][CH2:43]2)=[O:21])=[CH:27][CH:28]=1)(=[O:14])=[O:15])=[O:5], predict the reactants needed to synthesize it. The reactants are: [Cl:1][C:2]1[CH:32]=[C:31]([Cl:33])[CH:30]=[CH:29][C:3]=1[C:4]([C:6]1[CH:11]=[CH:10][CH:9]=[CH:8][C:7]=1[NH:12][S:13]([C:16]1[CH:28]=[CH:27][C:19]([C:20]([NH:22][CH2:23][C:24]([OH:26])=O)=[O:21])=[CH:18][CH:17]=1)(=[O:15])=[O:14])=[O:5].C(OC([N:41]1[CH2:46][CH2:45][CH:44]([NH2:47])[CH2:43][CH2:42]1)=O)(C)(C)C. (2) Given the product [C:1]1([N:7]2[CH2:8][CH2:9][N:10]([CH2:13][C:14]3[CH:15]=[CH:16][C:17]([C:20]4([C:23]([OH:25])=[O:24])[CH2:21][CH2:22]4)=[CH:18][CH:19]=3)[CH2:11][CH2:12]2)[CH:6]=[CH:5][CH:4]=[CH:3][CH:2]=1, predict the reactants needed to synthesize it. The reactants are: [C:1]1([N:7]2[CH2:12][CH2:11][N:10]([CH2:13][C:14]3[CH:19]=[CH:18][C:17]([C:20]4([C:23]([O:25]C)=[O:24])[CH2:22][CH2:21]4)=[CH:16][CH:15]=3)[CH2:9][CH2:8]2)[CH:6]=[CH:5][CH:4]=[CH:3][CH:2]=1.O.[OH-].[Li+].Cl. (3) Given the product [NH2:1][C:2]1[C:3]2[N:4]([C:13]([CH3:17])=[C:14]([CH3:15])[N:11]=2)[CH:5]=[C:6]([C:7]([NH2:9])=[O:8])[CH:10]=1, predict the reactants needed to synthesize it. The reactants are: [NH2:1][C:2]1[C:3]([NH2:11])=[N:4][CH:5]=[C:6]([CH:10]=1)[C:7]([NH2:9])=[O:8].Br[CH:13]([CH3:17])[C:14](=O)[CH3:15]. (4) Given the product [CH2:4]([O:6][CH2:7][C:8]1[N:21]([CH2:22][C:23]2([C:29]([OH:31])=[O:30])[CH2:24][CH2:25][CH2:26][CH2:27][CH2:28]2)[C:20]2[C:19]3[CH:18]=[CH:17][CH:16]=[CH:15][C:14]=3[N:13]=[CH:12][C:11]=2[N:10]=1)[CH3:5], predict the reactants needed to synthesize it. The reactants are: [OH-].[Na+].Cl.[CH2:4]([O:6][CH2:7][C:8]([NH:10][C:11]1[CH:12]=[N:13][C:14]2[C:19]([C:20]=1[NH:21][CH2:22][C:23]1([C:29]([O:31]CC)=[O:30])[CH2:28][CH2:27][CH2:26][CH2:25][CH2:24]1)=[CH:18][CH:17]=[CH:16][CH:15]=2)=O)[CH3:5]. (5) Given the product [F:13][C:8]([F:14])([C:9]([F:12])([F:11])[F:10])[CH2:7][CH2:6][CH2:5][S:4][CH2:1][CH2:2][CH2:18][CH2:19][Cl:20], predict the reactants needed to synthesize it. The reactants are: [C:1]([S:4][CH2:5][CH2:6][CH2:7][C:8]([F:14])([F:13])[C:9]([F:12])([F:11])[F:10])(=O)[CH3:2].BrCC[CH2:18][CH2:19][Cl:20]. (6) Given the product [N+:1]([C:4]1[CH:5]=[C:6]([CH:7]=[CH:8][CH:9]=1)[O:10][CH2:12][C:13]1[CH:18]=[CH:17][C:16]([C:19]2[CH:20]=[CH:21][CH:22]=[CH:23][CH:24]=2)=[CH:15][CH:14]=1)([O-:3])=[O:2], predict the reactants needed to synthesize it. The reactants are: [N+:1]([C:4]1[CH:5]=[C:6]([OH:10])[CH:7]=[CH:8][CH:9]=1)([O-:3])=[O:2].Br[CH2:12][C:13]1[CH:18]=[CH:17][C:16]([C:19]2[CH:24]=[CH:23][CH:22]=[CH:21][CH:20]=2)=[CH:15][CH:14]=1.C(=O)([O-])[O-].[K+].[K+]. (7) The reactants are: [CH2:1]([C:5]1[N:10]=[C:9]([CH2:11][CH2:12][C:13]2[CH:18]=[CH:17][C:16]([CH2:19][CH3:20])=[CH:15][N:14]=2)[NH:8][C:7](=[O:21])[C:6]=1[CH2:22][C:23]1[CH:28]=[C:27]([CH2:29][CH2:30][CH3:31])[C:26]([O:32][Si](C(C)(C)C)(C)C)=[C:25]([CH2:40][CH2:41][CH3:42])[CH:24]=1)[CH2:2][CH2:3][CH3:4].[F-].C([N+](CCCC)(CCCC)CCCC)CCC.O. Given the product [CH2:1]([C:5]1[N:10]=[C:9]([CH2:11][CH2:12][C:13]2[CH:18]=[CH:17][C:16]([CH2:19][CH3:20])=[CH:15][N:14]=2)[NH:8][C:7](=[O:21])[C:6]=1[CH2:22][C:23]1[CH:24]=[C:25]([CH2:40][CH2:41][CH3:42])[C:26]([OH:32])=[C:27]([CH2:29][CH2:30][CH3:31])[CH:28]=1)[CH2:2][CH2:3][CH3:4], predict the reactants needed to synthesize it. (8) The reactants are: [N:1]([C@@H:4]1[CH2:8][N:7]([C:9]([O:11][C:12]([CH3:15])([CH3:14])[CH3:13])=[O:10])[C@H:6]([CH3:16])[CH2:5]1)=[N+]=[N-].[CH:17]1([S:20](Cl)(=[O:22])=[O:21])[CH2:19][CH2:18]1.C([O-])(O)=O.[Na+]. Given the product [CH:17]1([S:20]([NH:1][C@@H:4]2[CH2:8][N:7]([C:9]([O:11][C:12]([CH3:15])([CH3:14])[CH3:13])=[O:10])[C@H:6]([CH3:16])[CH2:5]2)(=[O:22])=[O:21])[CH2:19][CH2:18]1, predict the reactants needed to synthesize it.